From a dataset of Forward reaction prediction with 1.9M reactions from USPTO patents (1976-2016). Predict the product of the given reaction. Given the reactants [OH:1][C@H:2]1[C@H:7]([NH:8][C:9]([O:11][C:12]([CH3:15])([CH3:14])[CH3:13])=[O:10])[CH2:6][CH2:5][C@@H:4]([C:16]([NH2:18])=[O:17])[CH2:3]1.[N+:19]([C:22]1[CH:30]=[CH:29][C:25]([C:26](O)=[O:27])=[CH:24][CH:23]=1)([O-:21])=[O:20].C1(P(C2C=CC=CC=2)C2C=CC=CC=2)C=CC=CC=1.N(C(OC(C)C)=O)=NC(OC(C)C)=O, predict the reaction product. The product is: [C:12]([O:11][C:9]([NH:8][C@@H:7]1[CH2:6][CH2:5][C@@H:4]([C:16](=[O:17])[NH2:18])[CH2:3][C@@H:2]1[O:1][C:26](=[O:27])[C:25]1[CH:24]=[CH:23][C:22]([N+:19]([O-:21])=[O:20])=[CH:30][CH:29]=1)=[O:10])([CH3:13])([CH3:14])[CH3:15].